This data is from Forward reaction prediction with 1.9M reactions from USPTO patents (1976-2016). The task is: Predict the product of the given reaction. (1) The product is: [Cl:1][C:2]1[CH:3]=[CH:4][CH:5]=[C:6]2[C:10]=1[N:9]([CH:11]([CH3:13])[CH3:12])[N:8]=[C:7]2[C:14]1[CH:19]=[CH:18][C:17]([OH:20])=[CH:16][C:15]=1[CH3:22]. Given the reactants [Cl:1][C:2]1[CH:3]=[CH:4][CH:5]=[C:6]2[C:10]=1[N:9]([CH:11]([CH3:13])[CH3:12])[N:8]=[C:7]2[C:14]1[CH:19]=[CH:18][C:17]([O:20]C)=[CH:16][C:15]=1[CH3:22].B(Br)(Br)Br.C1CCCCC=1, predict the reaction product. (2) Given the reactants [CH2:1]([O:3][C:4](=[O:29])[CH2:5][CH2:6][C:7]1[N:8]([C:19]2[CH:24]=[CH:23][C:22]([C:25](=[O:27])[NH2:26])=[CH:21][C:20]=2[CH3:28])[C:9]([C:12]2[CH:17]=[CH:16][C:15](O)=[CH:14][CH:13]=2)=[CH:10][CH:11]=1)[CH3:2].[C:30](=O)([O-])[O-:31].[K+].[K+].BrC[C:38]([O:40][CH3:41])=[O:39].[NH4+].[Cl-], predict the reaction product. The product is: [CH2:1]([O:3][C:4](=[O:29])[CH2:5][CH2:6][C:7]1[N:8]([C:19]2[CH:24]=[CH:23][C:22]([C:25](=[O:27])[NH2:26])=[CH:21][C:20]=2[CH3:28])[C:9]([C:12]2[CH:17]=[CH:16][C:15]([C:38]([O:40][CH3:41])=[O:39])=[CH:14][C:13]=2[O:31][CH3:30])=[CH:10][CH:11]=1)[CH3:2]. (3) The product is: [Cl:12][C:11]1[C:10]2[C:5](=[CH:6][CH:7]=[CH:8][CH:9]=2)[N:4]=[CH:3][C:2]=1[NH:1][C:13](=[O:20])[C:14]1[CH:19]=[CH:18][CH:17]=[CH:16][CH:15]=1. Given the reactants [NH2:1][C:2]1[CH:3]=[N:4][C:5]2[C:10]([C:11]=1[Cl:12])=[CH:9][CH:8]=[CH:7][CH:6]=2.[C:13](Cl)(=[O:20])[C:14]1[CH:19]=[CH:18][CH:17]=[CH:16][CH:15]=1.ClCCl, predict the reaction product. (4) Given the reactants [C:1]([O:5][C:6]([N:8]1[CH2:13][CH:12]=[C:11]([C:14]2[C:18]([C:19]([O:21][CH3:22])=[O:20])=[CH:17][S:16][CH:15]=2)[CH2:10][CH2:9]1)=[O:7])([CH3:4])([CH3:3])[CH3:2].CO, predict the reaction product. The product is: [C:1]([O:5][C:6]([N:8]1[CH2:9][CH2:10][CH:11]([C:14]2[C:18]([C:19]([O:21][CH3:22])=[O:20])=[CH:17][S:16][CH:15]=2)[CH2:12][CH2:13]1)=[O:7])([CH3:4])([CH3:3])[CH3:2]. (5) Given the reactants [CH3:1][S:2][C:3]1[N:8]=[CH:7][C:6]2=[CH:9][CH:10]=[C:11]([CH:12]([C:14]3[CH:19]=[CH:18][CH:17]=[CH:16][CH:15]=3)[OH:13])[N:5]2[N:4]=1.C(Cl)Cl.ClC1C=CC=C(C(OO)=[O:31])C=1, predict the reaction product. The product is: [CH3:1][S:2]([C:3]1[N:8]=[CH:7][C:6]2=[CH:9][CH:10]=[C:11]([CH:12]([C:14]3[CH:19]=[CH:18][CH:17]=[CH:16][CH:15]=3)[OH:13])[N:5]2[N:4]=1)=[O:31]. (6) Given the reactants [CH2:1]([O:4][CH2:5][CH:6]([OH:14])[CH2:7][NH:8][C:9](=[O:13])[C:10]([CH3:12])=[CH2:11])[CH:2]=[CH2:3].[CH3:15][Si:16]([CH3:30])([CH3:29])[O:17][SiH:18]([O:24][Si:25]([CH3:28])([CH3:27])[CH3:26])[O:19][Si:20]([CH3:23])([CH3:22])[CH3:21].[Cl-], predict the reaction product. The product is: [OH:14][CH:6]([CH2:5][O:4][CH2:1][CH2:2][CH2:3][Si:18]([O:19][Si:20]([CH3:23])([CH3:22])[CH3:21])([O:24][Si:25]([CH3:28])([CH3:27])[CH3:26])[O:17][Si:16]([CH3:29])([CH3:30])[CH3:15])[CH2:7][NH:8][C:9](=[O:13])[C:10]([CH3:12])=[CH2:11].